Dataset: Full USPTO retrosynthesis dataset with 1.9M reactions from patents (1976-2016). Task: Predict the reactants needed to synthesize the given product. (1) Given the product [Cl:1][C:2]1[CH:7]=[CH:6][CH:5]=[CH:4][C:3]=1[C:8]1[CH:13]=[CH:12][C:11]([CH:14]([CH2:17][C:18]2[CH:19]=[CH:20][C:21]([O:24][CH2:25][CH2:26][O:27][C:28]3[C:29]([Cl:36])=[CH:30][C:31]([CH3:35])=[CH:32][C:33]=3[Cl:34])=[CH:22][CH:23]=2)[CH2:15][NH2:16])=[C:10]([CH3:37])[CH:9]=1, predict the reactants needed to synthesize it. The reactants are: [Cl:1][C:2]1[CH:7]=[CH:6][CH:5]=[CH:4][C:3]=1[C:8]1[CH:13]=[CH:12][C:11]([CH:14]([CH2:17][C:18]2[CH:23]=[CH:22][C:21]([O:24][CH2:25][CH2:26][O:27][C:28]3[C:33]([Cl:34])=[CH:32][C:31]([CH3:35])=[CH:30][C:29]=3[Cl:36])=[CH:20][CH:19]=2)[C:15]#[N:16])=[C:10]([CH3:37])[CH:9]=1.[BH4-].[Na+].[OH-].[Na+]. (2) Given the product [CH3:24][O:25][CH2:26][O:27][C:28]1[CH:33]=[CH:32][CH:31]=[C:30]([CH:34]=[CH:35][CH3:36])[CH:29]=1, predict the reactants needed to synthesize it. The reactants are: OC1C(CCC)=CC(C2C3C=CC(O)=CC=3ON=2)=C(CCC)C=1.[CH3:24][O:25][CH2:26][O:27][C:28]1[CH:33]=[CH:32][CH:31]=[C:30]([CH2:34][CH2:35][CH3:36])[CH:29]=1.OC1C=C(C=CC=1)C=O.COCCl.[H-].[Na+].[Li]CCCC.COCOC1C=C(C=CC=1)C=O. (3) Given the product [CH3:3][C:2]1[NH:1][C:7](=[O:8])[CH:6]=[CH:5][C:4]=1[C:11]([O:13][CH2:14][CH3:15])=[O:12], predict the reactants needed to synthesize it. The reactants are: [NH2:1]/[C:2](=[C:4](\[C:11]([O:13][CH2:14][CH3:15])=[O:12])/[CH:5]=[CH:6]/[C:7](OC)=[O:8])/[CH3:3]. (4) Given the product [F:6][C:7]1[CH:8]=[CH:9][C:10]2[NH:14][C:13](=[O:15])[N:12]([CH:16]3[CH2:21][CH2:20][N:19]([C:22]4([CH3:27])[CH2:26][CH2:25][N:24]([C:1]([O:2][CH3:3])=[O:4])[CH2:23]4)[CH2:18][CH2:17]3)[C:11]=2[CH:28]=1, predict the reactants needed to synthesize it. The reactants are: [C:1](Cl)(=[O:4])[O:2][CH3:3].[F:6][C:7]1[CH:8]=[CH:9][C:10]2[NH:14][C:13](=[O:15])[N:12]([CH:16]3[CH2:21][CH2:20][N:19]([C:22]4([CH3:27])[CH2:26][CH2:25][NH:24][CH2:23]4)[CH2:18][CH2:17]3)[C:11]=2[CH:28]=1.C(N(CC)CC)C.NC(C)(C)C. (5) Given the product [NH2:8][C@H:9]([CH2:25][OH:26])[CH2:10][CH2:11][CH2:12][CH2:13][NH:14][C:15](=[O:24])[O:16][CH2:17][C:18]1[CH:23]=[CH:22][CH:21]=[CH:20][CH:19]=1, predict the reactants needed to synthesize it. The reactants are: C(OC([NH:8][C@H:9]([CH2:25][OH:26])[CH2:10][CH2:11][CH2:12][CH2:13][NH:14][C:15](=[O:24])[O:16][CH2:17][C:18]1[CH:23]=[CH:22][CH:21]=[CH:20][CH:19]=1)=O)(C)(C)C.FC(F)(F)C(O)=O.C(O)C. (6) Given the product [F:1][C:2]1[CH:7]=[CH:6][CH:5]=[CH:4][C:3]=1[N:8]1[C:12]([C:13]2[CH:14]=[CH:15][N:16]=[CH:17][CH:18]=2)=[C:11]([C:19]2[O:20][N:35]=[C:25]([C:26]3[CH:34]=[CH:33][C:29]([C:30]([NH2:32])=[O:31])=[CH:28][CH:27]=3)[N:24]=2)[N:10]=[N:9]1, predict the reactants needed to synthesize it. The reactants are: [F:1][C:2]1[CH:7]=[CH:6][CH:5]=[CH:4][C:3]=1[N:8]1[C:12]([C:13]2[CH:18]=[CH:17][N:16]=[CH:15][CH:14]=2)=[C:11]([C:19](OCC)=[O:20])[N:10]=[N:9]1.[NH2:24][C:25](=[N:35]O)[C:26]1[CH:34]=[CH:33][C:29]([C:30]([NH2:32])=[O:31])=[CH:28][CH:27]=1. (7) Given the product [Cl:17][C:18]1[CH:19]=[CH:20][C:21]([C:24]2[CH:25]=[CH:26][C:27]([C:30]#[C:31][C:2]3[CH:3]=[CH:4][C:5]([N:8]([CH3:16])[CH2:9][CH2:10][N:11]4[CH2:15][CH2:14][CH2:13][CH2:12]4)=[N:6][CH:7]=3)=[N:28][CH:29]=2)=[CH:22][CH:23]=1, predict the reactants needed to synthesize it. The reactants are: I[C:2]1[CH:3]=[CH:4][C:5]([N:8]([CH3:16])[CH2:9][CH2:10][N:11]2[CH2:15][CH2:14][CH2:13][CH2:12]2)=[N:6][CH:7]=1.[Cl:17][C:18]1[CH:23]=[CH:22][C:21]([C:24]2[CH:25]=[CH:26][C:27]([C:30]#[CH:31])=[N:28][CH:29]=2)=[CH:20][CH:19]=1.